This data is from M1 muscarinic receptor agonist screen with 61,833 compounds. The task is: Binary Classification. Given a drug SMILES string, predict its activity (active/inactive) in a high-throughput screening assay against a specified biological target. (1) The molecule is Brc1c(C(=O)Nc2cc(Cl)c(N3CCN(CC3)C(=O)C)cc2)cccc1. The result is 0 (inactive). (2) The drug is Brc1c(Oc2c(=O)c3c(oc2C)c(CN2CCCC2)c(O)cc3)cccc1. The result is 0 (inactive). (3) The molecule is O=C(N1CCc2c1cccc2)CCn1cccc1. The result is 0 (inactive). (4) The result is 0 (inactive). The molecule is O1c2cc(CNC(=O)Cc3cc(OC)c(OC)c(OC)c3)ccc2OC1. (5) The compound is O1N(C(C2C1C(=O)N(C2=O)CCCC)c1occc1)c1c(cccc1)C. The result is 0 (inactive). (6) The molecule is S(=O)(=O)(NCCCN1CCN(CC1)c1ccc(OC)cc1)c1cc2oc(=O)n(c2cc1)C. The result is 0 (inactive). (7) The drug is Clc1ccc(C(/O)=C2\C(N(CC3OCCC3)C(=O)C2=O)c2oc(cc2)C)cc1. The result is 0 (inactive). (8) The result is 0 (inactive). The molecule is Fc1cc(NC(=O)CCN2CC(CCC2)C(OCC)=O)ccc1.